This data is from Reaction yield outcomes from USPTO patents with 853,638 reactions. The task is: Predict the reaction yield, written as a fraction of the theoretical maximum amount of product (1.0 means a 100% yield; for example, 0.34 means a 34% yield). (1) The reactants are [P:1]([Cl:6])([Cl:5])([O:3][CH3:4])=[O:2].[N:7]1[CH:12]=[CH:11][CH:10]=[CH:9][CH:8]=1. No catalyst specified. The product is [P:1]([Cl:6])([Cl:5])([O-:3])=[O:2].[CH3:4][N+:7]1[CH:12]=[CH:11][CH:10]=[CH:9][CH:8]=1. The yield is 0.600. (2) The reactants are [OH2:1].[C-]#N.[K+].[C:5](=[C:8]([O:10][C:11]([C:14]([C:17]([O:20][C:21]([F:24])([F:23])[F:22])([F:19])[F:18])([F:16])[F:15])([F:13])[F:12])[F:9])([F:7])[F:6].OS(O)(=O)=O.COCC[O:34][CH3:35]. No catalyst specified. The product is [C:35]([C:5]([CH:8]([O:10][C:11]([C:14]([C:17]([O:20][C:21]([F:22])([F:23])[F:24])([F:18])[F:19])([F:16])[F:15])([F:13])[F:12])[F:9])([F:7])[F:6])([OH:34])=[O:1]. The yield is 0.890. (3) The reactants are Br[C:2]1[CH:3]=[C:4]([N:22]([CH2:29][CH3:30])[CH:23]2[CH2:28][CH2:27][O:26][CH2:25][CH2:24]2)[C:5]([CH3:21])=[C:6]([CH:20]=1)[C:7]([NH:9][CH2:10][C:11]1[C:12](=[O:19])[NH:13][C:14]([CH3:18])=[CH:15][C:16]=1[CH3:17])=[O:8].[CH:31]([C:33]1[CH:38]=[CH:37][C:36](B(O)O)=[CH:35][CH:34]=1)=[O:32].C([O-])([O-])=O.[Na+].[Na+]. The catalyst is O1CCOCC1.O.O.C1C=CC([P]([Pd]([P](C2C=CC=CC=2)(C2C=CC=CC=2)C2C=CC=CC=2)([P](C2C=CC=CC=2)(C2C=CC=CC=2)C2C=CC=CC=2)[P](C2C=CC=CC=2)(C2C=CC=CC=2)C2C=CC=CC=2)(C2C=CC=CC=2)C2C=CC=CC=2)=CC=1. The product is [CH3:17][C:16]1[CH:15]=[C:14]([CH3:18])[NH:13][C:12](=[O:19])[C:11]=1[CH2:10][NH:9][C:7]([C:6]1[CH:20]=[C:2]([C:36]2[CH:37]=[CH:38][C:33]([CH:31]=[O:32])=[CH:34][CH:35]=2)[CH:3]=[C:4]([N:22]([CH2:29][CH3:30])[CH:23]2[CH2:28][CH2:27][O:26][CH2:25][CH2:24]2)[C:5]=1[CH3:21])=[O:8]. The yield is 0.660.